Dataset: Catalyst prediction with 721,799 reactions and 888 catalyst types from USPTO. Task: Predict which catalyst facilitates the given reaction. (1) Reactant: [Mg].Br[CH2:3][CH2:4][CH2:5][CH2:6][CH2:7][CH2:8][CH2:9][CH2:10][CH2:11][CH2:12][C:13]1[CH:18]=[CH:17][CH:16]=[CH:15][CH:14]=1.[S:19]1[CH:23]=[CH:22][C:21]2[C:24](=O)[C:25]3[S:26][CH:27]=[CH:28][C:29]=3[C:30](=O)[C:20]1=2.Cl[Sn]Cl. Product: [C:13]1([CH2:12][CH2:11][CH2:10][CH2:9][CH2:8][CH2:7][CH2:6][CH2:5][CH2:4][CH2:3][C:24]2[C:25]3[S:26][CH:27]=[CH:28][C:29]=3[C:30]([CH2:3][CH2:4][CH2:5][CH2:6][CH2:7][CH2:8][CH2:9][CH2:10][CH2:11][CH2:12][C:13]3[CH:18]=[CH:17][CH:16]=[CH:15][CH:14]=3)=[C:20]3[S:19][CH:23]=[CH:22][C:21]=23)[CH:18]=[CH:17][CH:16]=[CH:15][CH:14]=1. The catalyst class is: 220. (2) The catalyst class is: 8. Reactant: [Br:1][C:2]1[CH:7]=[CH:6][C:5]([CH2:8][CH2:9][C:10]([CH3:21])([C:16]([O:18]CC)=[O:17])[C:11]([O:13][CH2:14][CH3:15])=[O:12])=[CH:4][CH:3]=1.[OH-].[K+]. Product: [Br:1][C:2]1[CH:7]=[CH:6][C:5]([CH2:8][CH2:9][C:10]([C:11]([O:13][CH2:14][CH3:15])=[O:12])([CH3:21])[C:16]([OH:18])=[O:17])=[CH:4][CH:3]=1. (3) The catalyst class is: 35. Product: [F:1][C:2]1[CH:25]=[CH:24][C:5]([C:6]([NH:8][C@@H:9]([CH2:10][CH2:11][CH2:12][C:13]([NH:70][C@@H:68]2[CH2:69][C@H:67]2[C:64]2[CH:65]=[CH:66][C:61]([O:60][CH3:59])=[CH:62][CH:63]=2)=[O:14])[C:16]([N:18]2[CH2:19][CH2:20][O:21][CH2:22][CH2:23]2)=[O:17])=[O:7])=[CH:4][CH:3]=1. Reactant: [F:1][C:2]1[CH:25]=[CH:24][C:5]([C:6]([NH:8][C@H:9]([C:16]([N:18]2[CH2:23][CH2:22][O:21][CH2:20][CH2:19]2)=[O:17])[CH2:10][CH2:11][CH2:12][C:13](O)=[O:14])=[O:7])=[CH:4][CH:3]=1.CN(C(ON1N=NC2C=CC=NC1=2)=[N+](C)C)C.F[P-](F)(F)(F)(F)F.CCN(C(C)C)C(C)C.[CH3:59][O:60][C:61]1[CH:66]=[CH:65][C:64]([C@@H:67]2[CH2:69][C@H:68]2[NH2:70])=[CH:63][CH:62]=1. (4) Reactant: [CH3:1][O:2][C:3]([C@H:5]1[CH2:10][CH2:9][C@H:8]([CH2:11][N:12]2[C:16]3[NH:17][C:18](=[O:21])[CH:19]=[CH:20][C:15]=3[N:14]([CH3:22])[C:13]2=[O:23])[CH2:7][CH2:6]1)=[O:4].C([O-])([O-])=O.[K+].[K+].[CH3:30][O:31][C:32]1[CH:33]=[C:34]([CH:37]=[CH:38][CH:39]=1)[CH2:35]Br. Product: [CH3:1][O:2][C:3]([C@H:5]1[CH2:6][CH2:7][C@H:8]([CH2:11][N:12]2[C:16]3=[N:17][C:18]([O:21][CH2:35][C:34]4[CH:37]=[CH:38][CH:39]=[C:32]([O:31][CH3:30])[CH:33]=4)=[CH:19][CH:20]=[C:15]3[N:14]([CH3:22])[C:13]2=[O:23])[CH2:9][CH2:10]1)=[O:4]. The catalyst class is: 131. (5) Reactant: [Br:1][C:2]1[CH:3]=[C:4]2[C:9](=[CH:10][CH:11]=1)[CH:8]=[C:7]([OH:12])[CH:6]=[CH:5]2.[B-](F)(F)(F)[F:14].[B-](F)(F)(F)F.C1[N+]2(CCl)CC[N+](F)(CC2)C1.[B-](F)(F)(F)F.[B-](F)(F)(F)F.C1[N+]2(O)CC[N+](F)(CC2)C1. Product: [Br:1][C:2]1[CH:3]=[C:4]2[C:9](=[CH:10][CH:11]=1)[C:8]([F:14])=[C:7]([OH:12])[CH:6]=[CH:5]2. The catalyst class is: 5. (6) Reactant: [C:1]1([C:7]2[CH:8]=[C:9]3[C:13](=[CH:14][CH:15]=2)[NH:12][C:11](=[O:16])[CH2:10]3)[CH:6]=[CH:5][CH:4]=[CH:3][CH:2]=1.[CH:17]([C:19]1[NH:20][C:21]([CH3:39])=[C:22]([S:29]([C:32]2[CH:37]=[CH:36][C:35]([CH3:38])=[CH:34][CH:33]=2)(=[O:31])=[O:30])[C:23]=1[CH2:24][CH2:25][C:26]([OH:28])=[O:27])=O.N1CCCCC1. The catalyst class is: 8. Product: [CH3:39][C:21]1[NH:20][C:19](/[CH:17]=[C:10]2\[C:11](=[O:16])[NH:12][C:13]3[C:9]\2=[CH:8][C:7]([C:1]2[CH:2]=[CH:3][CH:4]=[CH:5][CH:6]=2)=[CH:15][CH:14]=3)=[C:23]([CH2:24][CH2:25][C:26]([OH:28])=[O:27])[C:22]=1[S:29]([C:32]1[CH:37]=[CH:36][C:35]([CH3:38])=[CH:34][CH:33]=1)(=[O:31])=[O:30]. (7) Reactant: CO.Cl.[CH3:4][O:5][NH2:6].[CH3:7][CH:8]1[O:12][CH:11](O)[CH:10]([O:14][C:15]2[CH:20]=[CH:19][CH:18]=[CH:17][CH:16]=2)[CH2:9]1. Product: [CH3:4][O:5][N:6]=[CH:11][CH:10]([O:14][C:15]1[CH:20]=[CH:19][CH:18]=[CH:17][CH:16]=1)[CH2:9][CH:8]([OH:12])[CH3:7]. The catalyst class is: 66. (8) Product: [CH3:4][C:5]1([CH3:23])[O:9][N:8]=[C:7]([S:10][CH2:11][C:12]2[C:13]([C:19]([F:22])([F:21])[F:20])=[N:14][N:15]([CH3:18])[C:16]=2[O:2][CH3:1])[CH2:6]1. Reactant: [CH3:1][O-:2].[Na+].[CH3:4][C:5]1([CH3:23])[O:9][N:8]=[C:7]([S:10][CH2:11][C:12]2[C:13]([C:19]([F:22])([F:21])[F:20])=[N:14][N:15]([CH3:18])[C:16]=2F)[CH2:6]1.O. The catalyst class is: 5. (9) Reactant: C[O:2][C:3]1[CH:4]=[C:5]([NH:11][C:12]([C:14]2[C@:23]3([CH3:24])[C@H:18]([C:19]([CH3:26])([CH3:25])[CH2:20][CH2:21][CH2:22]3)[CH2:17][CH2:16][C:15]=2[CH3:27])=[O:13])[CH:6]=[C:7]([O:9][CH3:10])[CH:8]=1.B(Br)(Br)Br.CO. Product: [OH:2][C:3]1[CH:4]=[C:5]([NH:11][C:12]([C:14]2[C@:23]3([CH3:24])[C@H:18]([C:19]([CH3:26])([CH3:25])[CH2:20][CH2:21][CH2:22]3)[CH2:17][CH2:16][C:15]=2[CH3:27])=[O:13])[CH:6]=[C:7]([O:9][CH3:10])[CH:8]=1.[OH:9][C:7]1[CH:6]=[C:5]([NH:11][C:12]([C:14]2[C@:23]3([CH3:24])[C@H:18]([C:19]([CH3:26])([CH3:25])[CH2:20][CH2:21][CH2:22]3)[CH2:17][CH2:16][C:15]=2[CH3:27])=[O:13])[CH:4]=[C:3]([OH:2])[CH:8]=1. The catalyst class is: 2.